This data is from Reaction yield outcomes from USPTO patents with 853,638 reactions. The task is: Predict the reaction yield, written as a fraction of the theoretical maximum amount of product (1.0 means a 100% yield; for example, 0.34 means a 34% yield). (1) The yield is 0.850. The product is [NH2:19][C:16]1[CH:17]=[CH:18][C:13]([C:8]2[CH:9]=[C:10]3[C:5](=[CH:6][CH:7]=2)[C:4](=[O:22])[C:3]([CH2:23][C:24]([O:26][CH2:27][CH3:28])=[O:25])([CH2:1][CH3:2])[CH2:12][CH2:11]3)=[N:14][CH:15]=1. The reactants are [CH2:1]([C:3]1([CH2:23][C:24]([O:26][CH2:27][CH3:28])=[O:25])[CH2:12][CH2:11][C:10]2[C:5](=[CH:6][CH:7]=[C:8]([C:13]3[CH:18]=[CH:17][C:16]([N+:19]([O-])=O)=[CH:15][N:14]=3)[CH:9]=2)[C:4]1=[O:22])[CH3:2].[NH4+].[Cl-]. The catalyst is C(O)C.O.[Fe]. (2) The reactants are [OH:1][NH:2][C:3]([C:5]1[C:10]([N+:11]([O-:13])=[O:12])=[CH:9][CH:8]=[CH:7][N:6]=1)=[NH:4].[N+:14]([C:17]1[CH:18]=[C:19]([CH:23]=[CH:24][CH:25]=1)[C:20](O)=O)([O-:16])=[O:15]. No catalyst specified. The product is [N+:11]([C:10]1[C:5]([C:3]2[N:4]=[C:20]([C:19]3[CH:23]=[CH:24][CH:25]=[C:17]([N+:14]([O-:16])=[O:15])[CH:18]=3)[O:1][N:2]=2)=[N:6][CH:7]=[CH:8][CH:9]=1)([O-:13])=[O:12]. The yield is 0.0900. (3) The reactants are [C:1]([O:5][C:6]([C:8]1[C:13]([NH2:14])=[CH:12][CH:11]=[C:10]([CH3:15])[N:9]=1)=[O:7])([CH3:4])([CH3:3])[CH3:2].C(N(C(C)C)CC)(C)C.Cl[C:26]([O:28][CH3:29])=[O:27].Cl.[OH2:31]. The catalyst is C(Cl)(Cl)Cl. The product is [C:1]([O:5][C:6]([C:8]1[C:13]([NH2:14])=[C:12]([C:26]([O:28][CH3:29])=[O:27])[CH:11]=[C:10]([CH3:15])[N+:9]=1[O-:31])=[O:7])([CH3:4])([CH3:3])[CH3:2]. The yield is 0.960. (4) The reactants are Br[C:2]1[CH:3]=[CH:4][C:5]2[N:6]([C:8]([C:11]3[CH:16]=[CH:15][C:14]([F:17])=[CH:13][CH:12]=3)=[CH:9][N:10]=2)[CH:7]=1.[F:18][C:19]1[CH:24]=[CH:23][C:22]([N:25]2[C:29](B3OC(C)(C)C(C)(C)O3)=[CH:28][CH:27]=[N:26]2)=[CH:21][CH:20]=1.C([O-])([O-])=O.[Na+].[Na+].O. The catalyst is COCCOC.C1C=CC([P]([Pd]([P](C2C=CC=CC=2)(C2C=CC=CC=2)C2C=CC=CC=2)([P](C2C=CC=CC=2)(C2C=CC=CC=2)C2C=CC=CC=2)[P](C2C=CC=CC=2)(C2C=CC=CC=2)C2C=CC=CC=2)(C2C=CC=CC=2)C2C=CC=CC=2)=CC=1. The product is [F:17][C:14]1[CH:15]=[CH:16][C:11]([C:8]2[N:6]3[CH:7]=[C:2]([C:29]4[N:25]([C:22]5[CH:23]=[CH:24][C:19]([F:18])=[CH:20][CH:21]=5)[N:26]=[CH:27][CH:28]=4)[CH:3]=[CH:4][C:5]3=[N:10][CH:9]=2)=[CH:12][CH:13]=1. The yield is 0.310. (5) The reactants are [C:1]([C:4]1[S:8][C:7]2[CH:9]=[CH:10][CH:11]=[CH:12][C:6]=2[CH:5]=1)(=[O:3])[CH3:2].C(=O)=O.CC(C)=O.[Li+].C[Si]([N-][Si](C)(C)C)(C)C.[F:30][C:31]([F:40])([F:39])[C:32](N1C=CN=C1)=[O:33].Cl. The catalyst is C1COCC1. The product is [S:8]1[C:4]([C:1](=[O:3])[CH2:2][C:32](=[O:33])[C:31]([F:40])([F:39])[F:30])=[CH:5][C:6]2[CH:12]=[CH:11][CH:10]=[CH:9][C:7]1=2. The yield is 0.190.